This data is from Reaction yield outcomes from USPTO patents with 853,638 reactions. The task is: Predict the reaction yield, written as a fraction of the theoretical maximum amount of product (1.0 means a 100% yield; for example, 0.34 means a 34% yield). (1) The reactants are [C:1](Cl)(=[O:3])[CH3:2].[CH3:5][C:6]1([CH3:20])[CH2:12][CH2:11][CH2:10][NH:9][C:8]2[CH:13]=[C:14]([N+:17]([O-:19])=[O:18])[CH:15]=[CH:16][C:7]1=2.C([O-])(O)=O.[Na+].O. The catalyst is C(Cl)Cl. The product is [CH3:5][C:6]1([CH3:20])[CH2:12][CH2:11][CH2:10][N:9]([C:1](=[O:3])[CH3:2])[C:8]2[CH:13]=[C:14]([N+:17]([O-:19])=[O:18])[CH:15]=[CH:16][C:7]1=2. The yield is 0.640. (2) The reactants are [F:1][C:2]([F:28])([F:27])[C:3]1[CH:4]=[C:5]([C:13]2[N:17]=[CH:16][N:15](/[CH:18]=[C:19](\Br)/[C:20]([O:22][CH:23]([CH3:25])[CH3:24])=[O:21])[N:14]=2)[CH:6]=[C:7]([C:9]([F:12])([F:11])[F:10])[CH:8]=1.[N:29]1[CH:34]=[C:33](B(O)O)[CH:32]=[N:31][CH:30]=1.C([O-])(=O)C.[K+]. The yield is 0.200. The product is [CH:23]([O:22][C:20](=[O:21])/[C:19](/[C:33]1[CH:34]=[N:29][CH:30]=[N:31][CH:32]=1)=[CH:18]/[N:15]1[CH:16]=[N:17][C:13]([C:5]2[CH:4]=[C:3]([C:2]([F:28])([F:27])[F:1])[CH:8]=[C:7]([C:9]([F:12])([F:11])[F:10])[CH:6]=2)=[N:14]1)([CH3:25])[CH3:24]. The catalyst is O.O1CCOCC1.[Pd](Cl)Cl.C1(P(C2C=CC=CC=2)C2C=CC=CC=2)C=CC=CC=1.C1(P(C2C=CC=CC=2)C2C=CC=CC=2)C=CC=CC=1. (3) The reactants are C([C:4]1[CH:9]=[CH:8][CH:7]=[CH:6][C:5]=1[S:10][C:11]1[CH:12]=[C:13]([C:17]([OH:19])=[O:18])[CH:14]=[CH:15][CH:16]=1)(O)=O.[Br-].[Br-].[Br-].C1([N+](C)(C)C)C=CC=CC=1.C1([N+](C)(C)C)C=CC=CC=1.C1([N+](C)(C)C)C=CC=CC=1.CC(O)[C:55]([O-:57])=[O:56].C1C=CC([Hg+])=CC=1.C(N(CCO)CCO)C[OH:68].OS([O-])=O.[Na+].OS(O)(=O)=O. The catalyst is N1C=CC=CC=1. The product is [C:17]([C:13]1[CH:12]=[C:11]([S:10]([C:5]2[CH:4]=[C:9]([C:55]([OH:57])=[O:56])[CH:8]=[CH:7][CH:6]=2)=[O:68])[CH:16]=[CH:15][CH:14]=1)([OH:19])=[O:18]. The yield is 0.787. (4) The reactants are [CH2:1]([C:4]1([C:21]2[CH:26]=[CH:25][C:24]([F:27])=[CH:23][CH:22]=2)[C:13]2[C:8](=[CH:9][CH:10]=[C:11]([Cl:14])[CH:12]=2)[NH:7][C:6](=[O:15])[N:5]1[CH2:16][C:17]([F:20])([F:19])[F:18])[CH:2]=[CH2:3]. The catalyst is C(OCC)(=O)C.[Pd]. The product is [Cl:14][C:11]1[CH:12]=[C:13]2[C:8](=[CH:9][CH:10]=1)[NH:7][C:6](=[O:15])[N:5]([CH2:16][C:17]([F:19])([F:18])[F:20])[C:4]2([C:21]1[CH:22]=[CH:23][C:24]([F:27])=[CH:25][CH:26]=1)[CH2:1][CH2:2][CH3:3]. The yield is 1.00. (5) The reactants are [NH2:1][C:2]1[CH:18]=[CH:17][C:16]([Br:19])=[CH:15][C:3]=1[C:4]([NH:6][CH:7]1[CH2:12][CH2:11][C:10](=[O:13])[NH:9][C:8]1=[O:14])=[O:5].[C:20](OC)(OC)(OC)C.C1(C)C=CC(S(O)(=O)=O)=CC=1. No catalyst specified. The product is [Br:19][C:16]1[CH:15]=[C:3]2[C:2](=[CH:18][CH:17]=1)[N:1]=[CH:20][N:6]([CH:7]1[CH2:12][CH2:11][C:10](=[O:13])[NH:9][C:8]1=[O:14])[C:4]2=[O:5]. The yield is 0.100. (6) The reactants are CC1C=CC(S(O)(=O)=O)=CC=1.[C:12]1([C:18]2([C:24]([OH:26])=O)[CH2:23][CH2:22][NH:21][CH2:20][CH2:19]2)[CH:17]=[CH:16][CH:15]=[CH:14][CH:13]=1.O1CCCC1.B.[C:33](=O)([O:39]C(C)(C)C)[O:34][C:35]([CH3:38])([CH3:37])[CH3:36].[OH-].[Na+]. The catalyst is O1CCCC1.C(OCC)(=O)C. The product is [OH:26][CH2:24][C:18]1([C:12]2[CH:13]=[CH:14][CH:15]=[CH:16][CH:17]=2)[CH2:19][CH2:20][N:21]([C:33]([O:34][C:35]([CH3:38])([CH3:37])[CH3:36])=[O:39])[CH2:22][CH2:23]1. The yield is 0.630.